Dataset: Reaction yield outcomes from USPTO patents with 853,638 reactions. Task: Predict the reaction yield, written as a fraction of the theoretical maximum amount of product (1.0 means a 100% yield; for example, 0.34 means a 34% yield). The reactants are [Cl:1][C:2]1[CH:7]=[CH:6][C:5]([C:8](=O)[CH2:9][C:10]([O:12]CC)=O)=[CH:4][CH:3]=1.[NH2:16][C:17]1[NH:21][N:20]=[CH:19][C:18]=1[C:22]([O:24][CH2:25][CH3:26])=[O:23].C(OCC)(=O)C. The catalyst is CCCCCC. The product is [Cl:1][C:2]1[CH:3]=[CH:4][C:5]([C:8]2[CH:9]=[C:10]([OH:12])[N:21]3[N:20]=[CH:19][C:18]([C:22]([O:24][CH2:25][CH3:26])=[O:23])=[C:17]3[N:16]=2)=[CH:6][CH:7]=1. The yield is 0.520.